From a dataset of Experimental lipophilicity measurements (octanol/water distribution) for 4,200 compounds from AstraZeneca. Regression/Classification. Given a drug SMILES string, predict its absorption, distribution, metabolism, or excretion properties. Task type varies by dataset: regression for continuous measurements (e.g., permeability, clearance, half-life) or binary classification for categorical outcomes (e.g., BBB penetration, CYP inhibition). For this dataset (lipophilicity_astrazeneca), we predict Y. The drug is O=c1ccnc2ccccn12. The Y is 0.200 logD.